From a dataset of NCI-60 drug combinations with 297,098 pairs across 59 cell lines. Regression. Given two drug SMILES strings and cell line genomic features, predict the synergy score measuring deviation from expected non-interaction effect. (1) Drug 1: C1=CC(=CC=C1CC(C(=O)O)N)N(CCCl)CCCl.Cl. Drug 2: CC1=C2C(C(=O)C3(C(CC4C(C3C(C(C2(C)C)(CC1OC(=O)C(C(C5=CC=CC=C5)NC(=O)C6=CC=CC=C6)O)O)OC(=O)C7=CC=CC=C7)(CO4)OC(=O)C)O)C)OC(=O)C. Cell line: SNB-19. Synergy scores: CSS=30.2, Synergy_ZIP=-11.1, Synergy_Bliss=-9.13, Synergy_Loewe=-42.7, Synergy_HSA=-9.82. (2) Drug 1: C1=CN(C(=O)N=C1N)C2C(C(C(O2)CO)O)O.Cl. Drug 2: CC1CCCC2(C(O2)CC(NC(=O)CC(C(C(=O)C(C1O)C)(C)C)O)C(=CC3=CSC(=N3)C)C)C. Cell line: HCC-2998. Synergy scores: CSS=56.9, Synergy_ZIP=-11.2, Synergy_Bliss=-14.0, Synergy_Loewe=-6.76, Synergy_HSA=-4.33. (3) Drug 1: C1=CN(C=N1)CC(O)(P(=O)(O)O)P(=O)(O)O. Drug 2: C#CCC(CC1=CN=C2C(=N1)C(=NC(=N2)N)N)C3=CC=C(C=C3)C(=O)NC(CCC(=O)O)C(=O)O. Cell line: SNB-75. Synergy scores: CSS=0.613, Synergy_ZIP=1.22, Synergy_Bliss=3.41, Synergy_Loewe=-2.23, Synergy_HSA=-1.81. (4) Drug 1: C1=CC(=CC=C1C#N)C(C2=CC=C(C=C2)C#N)N3C=NC=N3. Drug 2: CS(=O)(=O)OCCCCOS(=O)(=O)C. Cell line: A549. Synergy scores: CSS=6.83, Synergy_ZIP=-2.37, Synergy_Bliss=2.80, Synergy_Loewe=-1.27, Synergy_HSA=0.932. (5) Drug 1: CC1=C2C(C(=O)C3(C(CC4C(C3C(C(C2(C)C)(CC1OC(=O)C(C(C5=CC=CC=C5)NC(=O)OC(C)(C)C)O)O)OC(=O)C6=CC=CC=C6)(CO4)OC(=O)C)OC)C)OC. Drug 2: C1CCC(C(C1)N)N.C(=O)(C(=O)[O-])[O-].[Pt+4]. Cell line: UACC62. Synergy scores: CSS=48.4, Synergy_ZIP=7.57, Synergy_Bliss=10.1, Synergy_Loewe=10.7, Synergy_HSA=12.5. (6) Drug 1: CC1=C(C(=O)C2=C(C1=O)N3CC4C(C3(C2COC(=O)N)OC)N4)N. Drug 2: COCCOC1=C(C=C2C(=C1)C(=NC=N2)NC3=CC=CC(=C3)C#C)OCCOC.Cl. Cell line: UACC62. Synergy scores: CSS=37.0, Synergy_ZIP=-0.594, Synergy_Bliss=-1.34, Synergy_Loewe=-27.6, Synergy_HSA=-1.80. (7) Drug 1: C1=NC2=C(N=C(N=C2N1C3C(C(C(O3)CO)O)F)Cl)N. Drug 2: C1C(C(OC1N2C=NC3=C2NC=NCC3O)CO)O. Cell line: EKVX. Synergy scores: CSS=1.54, Synergy_ZIP=0.258, Synergy_Bliss=1.16, Synergy_Loewe=1.52, Synergy_HSA=0.698. (8) Drug 1: CC1C(C(CC(O1)OC2CC(CC3=C2C(=C4C(=C3O)C(=O)C5=C(C4=O)C(=CC=C5)OC)O)(C(=O)C)O)N)O.Cl. Drug 2: CCC1(C2=C(COC1=O)C(=O)N3CC4=CC5=C(C=CC(=C5CN(C)C)O)N=C4C3=C2)O.Cl. Cell line: NCI/ADR-RES. Synergy scores: CSS=-3.22, Synergy_ZIP=-0.466, Synergy_Bliss=-2.69, Synergy_Loewe=-5.99, Synergy_HSA=-4.62. (9) Drug 1: C1CCC(CC1)NC(=O)N(CCCl)N=O. Drug 2: C1CN1P(=S)(N2CC2)N3CC3. Cell line: UO-31. Synergy scores: CSS=11.2, Synergy_ZIP=-3.82, Synergy_Bliss=1.22, Synergy_Loewe=1.92, Synergy_HSA=2.35.